From a dataset of Full USPTO retrosynthesis dataset with 1.9M reactions from patents (1976-2016). Predict the reactants needed to synthesize the given product. (1) Given the product [OH:1][C@@H:2]1[CH2:25][CH2:24][C@@:23]2([CH3:26])[C@H:4]([C@@H:5]([CH2:29][CH3:30])[C:6](=[O:28])[C@@H:7]3[C@@H:22]2[CH2:21][CH2:20][C@@:19]2([CH3:27])[C@H:8]3[CH2:9][CH2:10][C@@H:11]2[C@H:12]([CH3:18])[CH2:13][CH2:14][C:15]([OH:17])=[O:16])[CH2:3]1, predict the reactants needed to synthesize it. The reactants are: [OH:1][C@@H:2]1[CH2:25][CH2:24][C@@:23]2([CH3:26])[C@H:4](/[C:5](=[CH:29]\[CH3:30])/[C:6](=[O:28])[C@@H:7]3[C@@H:22]2[CH2:21][CH2:20][C@@:19]2([CH3:27])[C@H:8]3[CH2:9][CH2:10][C@@H:11]2[C@H:12]([CH3:18])[CH2:13][CH2:14][C:15]([OH:17])=[O:16])[CH2:3]1.[H][H]. (2) Given the product [ClH:11].[CH3:32][N:30]([CH3:31])[C:28]1[C:27]([CH3:39])=[CH:26][N:25]=[C:24]([NH:23][C@@H:20]2[CH2:19][CH2:18][C@H:17]([NH:16][C:14](=[O:15])[C:13]3[CH:34]=[CH:35][CH:36]=[N:37][C:12]=3[O:8][C:5]3[CH:6]=[CH:7][C:2]([F:1])=[CH:3][CH:4]=3)[CH2:22][CH2:21]2)[N:29]=1, predict the reactants needed to synthesize it. The reactants are: [F:1][C:2]1[CH:7]=[CH:6][C:5]([OH:8])=[CH:4][CH:3]=1.[H-].[Na+].[Cl:11][C:12]1[N:37]=[CH:36][CH:35]=[CH:34][C:13]=1[C:14]([NH:16][C@H:17]1[CH2:22][CH2:21][C@@H:20]([N:23](C)[C:24]2[N:29]=[C:28]([N:30]([CH3:32])[CH3:31])[CH:27]=[CH:26][N:25]=2)[CH2:19][CH2:18]1)=[O:15].Cl.[CH3:39]C(N(C)C)=O. (3) Given the product [Cl:29][C:30]1[CH:35]=[CH:34][N:33]=[C:32]([C:12]2[C:11]3[C:15](=[CH:16][CH:17]=[C:9]([C:3]4[C:2]([F:1])=[CH:7][CH:6]=[CH:5][C:4]=4[F:8])[CH:10]=3)[N:14]([S:18]([C:21]3[CH:27]=[CH:26][C:24]([CH3:25])=[CH:23][CH:22]=3)(=[O:20])=[O:19])[CH:13]=2)[N:31]=1, predict the reactants needed to synthesize it. The reactants are: [F:1][C:2]1[CH:7]=[CH:6][CH:5]=[C:4]([F:8])[C:3]=1[C:9]1[CH:10]=[C:11]2[C:15](=[CH:16][CH:17]=1)[N:14]([S:18]([C:21]1[CH:27]=[CH:26][C:24]([CH3:25])=[CH:23][CH:22]=1)(=[O:20])=[O:19])[CH:13]=[C:12]2I.[Cl:29][C:30]1[CH:35]=[CH:34][N:33]=[C:32]([Sn](CCCC)(CCCC)CCCC)[N:31]=1.N#N. (4) Given the product [Cl:12][C:9]1[N:10]=[C:11]2[C:6](=[CH:7][CH:8]=1)[N:5]=[CH:4][C:3]([C:13](=[O:15])[CH3:14])=[C:2]2[NH:28][C@H:25]1[CH2:26][CH2:27][C@H:22]([CH2:21][CH2:20][N:19]([CH3:18])[CH3:29])[CH2:23][CH2:24]1, predict the reactants needed to synthesize it. The reactants are: Cl[C:2]1[C:11]2[C:6](=[CH:7][CH:8]=[C:9]([Cl:12])[N:10]=2)[N:5]=[CH:4][C:3]=1[C:13](=[O:15])[CH3:14].Cl.Cl.[CH3:18][N:19]([CH3:29])[CH2:20][CH2:21][C@H:22]1[CH2:27][CH2:26][C@H:25]([NH2:28])[CH2:24][CH2:23]1. (5) Given the product [NH2:22][C:18]1[C:17]([CH3:26])=[CH:16][C:15]([S:12]([NH:11][C:8]2[CH:9]=[CH:10][C:5]3[CH2:4][O:3][B:2]([OH:1])[C:6]=3[CH:7]=2)(=[O:13])=[O:14])=[C:20]([CH3:21])[CH:19]=1, predict the reactants needed to synthesize it. The reactants are: [OH:1][B:2]1[C:6]2[CH:7]=[C:8]([NH:11][S:12]([C:15]3[C:20]([CH3:21])=[CH:19][C:18]([NH:22]C(=O)C)=[C:17]([CH3:26])[CH:16]=3)(=[O:14])=[O:13])[CH:9]=[CH:10][C:5]=2[CH2:4][O:3]1.Cl. (6) Given the product [C:27]([O:36][C:40]([NH:38][C:39]1[N:22]=[CH:3][C:4]([CH2:9][C:27]([C:25]2[N:24]=[CH:23][N:22]([C:3]([C:16]3[CH:21]=[CH:20][CH:19]=[CH:18][CH:17]=3)([C:4]3[CH:9]=[CH:8][CH:7]=[CH:6][CH:5]=3)[C:10]3[CH:11]=[CH:12][CH:13]=[CH:14][CH:15]=3)[CH:26]=2)([C:32]([O:34][CH3:35])=[O:33])[C:28]([O:30][CH3:31])=[O:29])=[CH:5][CH:6]=1)=[O:41])([CH3:32])([CH3:28])[CH3:25], predict the reactants needed to synthesize it. The reactants are: [H-].[Na+].[C:3]([N:22]1[CH:26]=[C:25]([CH:27]([C:32]([O:34][CH3:35])=[O:33])[C:28]([O:30][CH3:31])=[O:29])[N:24]=[CH:23]1)([C:16]1[CH:21]=[CH:20][CH:19]=[CH:18][CH:17]=1)([C:10]1[CH:15]=[CH:14][CH:13]=[CH:12][CH:11]=1)[C:4]1[CH:9]=[CH:8][CH:7]=[CH:6][CH:5]=1.[OH2:36].C[N:38]([CH:40]=[O:41])[CH3:39]. (7) Given the product [CH3:1][O:2][C:3]1[C:12]2[C:7](=[CH:8][CH:9]=[C:10]([CH:13]=[C:19]3[S:15][C:16](=[O:21])[NH:17][C:18]3=[O:20])[CH:11]=2)[N:6]=[CH:5][N:4]=1, predict the reactants needed to synthesize it. The reactants are: [CH3:1][O:2][C:3]1[C:12]2[C:7](=[CH:8][CH:9]=[C:10]([CH:13]=O)[CH:11]=2)[N:6]=[CH:5][N:4]=1.[S:15]1[CH2:19][C:18](=[O:20])[NH:17][C:16]1=[O:21]. (8) Given the product [N:39]1([CH2:46][CH2:47][O:48][C:49]2[CH:50]=[CH:51][C:52]([CH2:53][N:54]3[C:59]([C:60]4[CH2:66][CH2:65][CH2:64][C:63]5[CH:67]=[C:68]([OH:71])[CH:69]=[CH:70][C:62]=5[CH:61]=4)=[CH:58][CH:57]=[CH:56][C:55]3=[O:73])=[CH:74][CH:75]=2)[CH2:45][CH2:44][CH2:43][CH2:42][CH2:41][CH2:40]1, predict the reactants needed to synthesize it. The reactants are: OC1C=CC(CN2C(C3CCCC4C=C(OC)C=CC=4C=3)=CC=CC2=O)=CC=1.ClCCN1CCCCCC1.[N:39]1([CH2:46][CH2:47][O:48][C:49]2[CH:75]=[CH:74][C:52]([CH2:53][N:54]3[C:59]([C:60]4[CH2:66][CH2:65][CH2:64][C:63]5[CH:67]=[C:68]([O:71]C)[CH:69]=[CH:70][C:62]=5[CH:61]=4)=[CH:58][CH:57]=[CH:56][C:55]3=[O:73])=[CH:51][CH:50]=2)[CH2:45][CH2:44][CH2:43][CH2:42][CH2:41][CH2:40]1. (9) Given the product [NH:1]1[C:9]2[C:4](=[CH:5][CH:6]=[CH:7][CH:8]=2)[C:3]([CH2:10][C:11]([NH2:12])=[S:13])=[CH:2]1, predict the reactants needed to synthesize it. The reactants are: [NH:1]1[C:9]2[C:4](=[CH:5][CH:6]=[CH:7][CH:8]=2)[C:3]([CH2:10][C:11]#[N:12])=[CH:2]1.[S:13]1C=CC=C1CC(O)=O.C(O)(=O)C.